Dataset: Forward reaction prediction with 1.9M reactions from USPTO patents (1976-2016). Task: Predict the product of the given reaction. Given the reactants C[O:2][C:3]1[CH:8]=[CH:7][C:6]([S:9]([NH:12][C:13]2[CH:18]=[CH:17][CH:16]=[C:15]([B:19]3[O:23]C(C)(C)C(C)(C)[O:20]3)[CH:14]=2)(=[O:11])=[O:10])=[CH:5][CH:4]=1.B(Br)(Br)Br, predict the reaction product. The product is: [OH:2][C:3]1[CH:8]=[CH:7][C:6]([S:9]([NH:12][C:13]2[CH:14]=[C:15]([B:19]([OH:23])[OH:20])[CH:16]=[CH:17][CH:18]=2)(=[O:11])=[O:10])=[CH:5][CH:4]=1.